Dataset: Reaction yield outcomes from USPTO patents with 853,638 reactions. Task: Predict the reaction yield, written as a fraction of the theoretical maximum amount of product (1.0 means a 100% yield; for example, 0.34 means a 34% yield). (1) The reactants are B1C2CCCC1CCC2.[CH2:10]([C:14]1[C:15]2[C:22]([C:23]3[CH:28]=[CH:27][C:26]([F:29])=[CH:25][CH:24]=3)=[CH:21][S:20][C:16]=2[N:17]=[CH:18][N:19]=1)[CH2:11][CH:12]=[CH2:13].[OH-:30].[Na+].OO. The catalyst is O1CCCC1.C(OCC)(=O)C.C(O)C. The product is [F:29][C:26]1[CH:25]=[CH:24][C:23]([C:22]2[C:15]3[C:14]([CH2:10][CH2:11][CH2:12][CH2:13][OH:30])=[N:19][CH:18]=[N:17][C:16]=3[S:20][CH:21]=2)=[CH:28][CH:27]=1. The yield is 0.470. (2) The reactants are [Br:1][C:2]1[CH:3]=[CH:4][C:5]2[O:16][C:8]3([CH2:13][CH2:12][CH:11]([O:14][CH3:15])[CH2:10][CH2:9]3)[C:7](=[NH:17])[C:6]=2[CH:18]=1.O=[C:20]([CH3:24])[C:21](=[S:23])[NH2:22]. The catalyst is CO. The product is [Br:1][C:2]1[CH:3]=[CH:4][C:5]2[O:16][C:8]3([CH2:9][CH2:10][CH:11]([O:14][CH3:15])[CH2:12][CH2:13]3)[C:7]3([NH:22][C:21](=[S:23])[C:20]([CH3:24])=[N:17]3)[C:6]=2[CH:18]=1. The yield is 0.210.